From a dataset of Full USPTO retrosynthesis dataset with 1.9M reactions from patents (1976-2016). Predict the reactants needed to synthesize the given product. (1) Given the product [C:20]([C:18]1[CH:19]=[C:14]([O:13][CH2:12][C@@H:11]([NH:26][C:27](=[O:33])[O:28][C:29]([CH3:31])([CH3:30])[CH3:32])[CH2:10][C:3]2[C:4]3[C:9](=[CH:8][CH:7]=[CH:6][CH:5]=3)[NH:1][CH:2]=2)[CH:15]=[N:16][CH:17]=1)#[CH:21], predict the reactants needed to synthesize it. The reactants are: [NH:1]1[C:9]2[C:4](=[CH:5][CH:6]=[CH:7][CH:8]=2)[C:3]([CH2:10][C@H:11]([NH:26][C:27](=[O:33])[O:28][C:29]([CH3:32])([CH3:31])[CH3:30])[CH2:12][O:13][C:14]2[CH:15]=[N:16][CH:17]=[C:18]([C:20]#[C:21][Si](C)(C)C)[CH:19]=2)=[CH:2]1.[F-].C([N+](CCCC)(CCCC)CCCC)CCC.C(OCC)(=O)C. (2) The reactants are: [NH2:1][C:2]1[C:3]([OH:12])=[C:4]([CH:9]=[CH:10][CH:11]=1)[C:5]([O:7][CH3:8])=[O:6].[F:13][C:14]([F:25])([F:24])[C:15]1[CH:16]=[C:17]([CH:21]=[CH:22][CH:23]=1)[C:18](Cl)=[O:19]. Given the product [OH:12][C:3]1[C:2]([NH:1][C:18](=[O:19])[C:17]2[CH:21]=[CH:22][CH:23]=[C:15]([C:14]([F:13])([F:24])[F:25])[CH:16]=2)=[CH:11][CH:10]=[CH:9][C:4]=1[C:5]([O:7][CH3:8])=[O:6], predict the reactants needed to synthesize it. (3) Given the product [Cl:1][C:2]1[C:9]([O:10][CH3:11])=[CH:8][C:5]([CH:6]([OH:7])[CH3:14])=[CH:4][C:3]=1[O:12][CH3:13], predict the reactants needed to synthesize it. The reactants are: [Cl:1][C:2]1[C:9]([O:10][CH3:11])=[CH:8][C:5]([CH:6]=[O:7])=[CH:4][C:3]=1[O:12][CH3:13].[CH3:14][Mg]Br.[Cl-].[NH4+]. (4) Given the product [CH3:1][C:2]1[CH:8]=[CH:7][C:5]([NH:6][C:34]([C:21]2[C:33]3[CH2:32][C:31]4[C:26](=[CH:27][CH:28]=[CH:29][CH:30]=4)[C:25]=3[CH:24]=[CH:23][CH:22]=2)=[O:35])=[CH:4][C:3]=1[C:9]1[CH:14]=[N:13][CH:12]=[N:11][CH:10]=1, predict the reactants needed to synthesize it. The reactants are: [CH3:1][C:2]1[CH:8]=[CH:7][C:5]([NH2:6])=[CH:4][C:3]=1[C:9]1[CH:10]=[N:11][CH:12]=[N:13][CH:14]=1.N1C=CC=CC=1.[C:21]1([C:34](Cl)=[O:35])[C:33]2[CH2:32][C:31]3[C:26](=[CH:27][CH:28]=[CH:29][CH:30]=3)[C:25]=2[CH:24]=[CH:23][CH:22]=1. (5) Given the product [Cl:20][C:21]1[CH:29]=[CH:28][CH:27]=[C:26]([Cl:30])[C:22]=1[C:23](/[N:12]=[C:6]1\[S:7][C:8]([CH3:11])=[C:9]([CH3:10])[N:5]\1[CH2:4][CH2:3][O:2][CH3:1])=[O:24], predict the reactants needed to synthesize it. The reactants are: [CH3:1][O:2][CH2:3][CH2:4][N:5]1[C:9]([CH3:10])=[C:8]([CH3:11])[S:7][C:6]1=[NH:12].CCN(CC)CC.[Cl:20][C:21]1[CH:29]=[CH:28][CH:27]=[C:26]([Cl:30])[C:22]=1[C:23](Cl)=[O:24].